From a dataset of TCR-epitope binding with 47,182 pairs between 192 epitopes and 23,139 TCRs. Binary Classification. Given a T-cell receptor sequence (or CDR3 region) and an epitope sequence, predict whether binding occurs between them. (1) The epitope is LEPLVDLPI. The TCR CDR3 sequence is CASKVQRWTEAFF. Result: 1 (the TCR binds to the epitope). (2) The epitope is HLVDFQVTI. The TCR CDR3 sequence is CASSLEGAGGTAFF. Result: 0 (the TCR does not bind to the epitope). (3) The epitope is ILGLPTQTV. The TCR CDR3 sequence is CASLAGDNEQFF. Result: 1 (the TCR binds to the epitope). (4) The epitope is RQLLFVVEV. The TCR CDR3 sequence is CASSPQPGGREKLFF. Result: 0 (the TCR does not bind to the epitope).